Dataset: Peptide-MHC class I binding affinity with 185,985 pairs from IEDB/IMGT. Task: Regression. Given a peptide amino acid sequence and an MHC pseudo amino acid sequence, predict their binding affinity value. This is MHC class I binding data. (1) The peptide sequence is DEEHYLMHPA. The MHC is Mamu-A11 with pseudo-sequence Mamu-A11. The binding affinity (normalized) is 0.0113. (2) The peptide sequence is QGWKGSPAI. The MHC is HLA-A31:01 with pseudo-sequence HLA-A31:01. The binding affinity (normalized) is 0. (3) The peptide sequence is IMFTCMDPL. The MHC is HLA-A02:01 with pseudo-sequence HLA-A02:01. The binding affinity (normalized) is 0.932. (4) The peptide sequence is KEKGGLEGM. The MHC is HLA-B58:01 with pseudo-sequence HLA-B58:01. The binding affinity (normalized) is 0. (5) The peptide sequence is YELDLWGKI. The MHC is HLA-B58:01 with pseudo-sequence HLA-B58:01. The binding affinity (normalized) is 0.0847. (6) The peptide sequence is AEAIIVAMV. The MHC is Mamu-A11 with pseudo-sequence Mamu-A11. The binding affinity (normalized) is 0.970.